This data is from Forward reaction prediction with 1.9M reactions from USPTO patents (1976-2016). The task is: Predict the product of the given reaction. (1) Given the reactants O.[C:2]([OH:6])(=[O:5])[CH:3]=O.[Br:7][C:8]1[CH:16]=[C:15]2[C:11]([C:12]([CH2:17][CH2:18][NH2:19])=[CH:13][NH:14]2)=[CH:10][CH:9]=1.BrC1C=CC=C2C=1C(CCN)=CN2.[OH-].[Na+], predict the reaction product. The product is: [Br:7][C:8]1[CH:16]=[C:15]2[C:11]([C:12]3[CH2:17][CH2:18][NH:19][CH:3]([C:2]([OH:6])=[O:5])[C:13]=3[NH:14]2)=[CH:10][CH:9]=1. (2) Given the reactants [NH2:1][C:2]1[C:3]([C:30]#[N:31])=[C:4]([NH:8][C@H:9]([C:11]2[N:12]=[C:13]3[CH:18]=[CH:17][CH:16]=[C:15]([C:19]([OH:21])=O)[N:14]3[C:22]=2[C:23]2[CH:24]=[N:25][CH:26]=[C:27]([F:29])[CH:28]=2)[CH3:10])C=CC=1.F[P-](F)(F)(F)(F)F.[N:39]1(O[P+](N2CCCC2)(N2CCCC2)N2CCCC2)[C:43]2C=CC=CC=2N=N1.CC[N:67]([CH:71](C)C)C(C)C.C[NH2:75], predict the reaction product. The product is: [NH2:75][C:2]1[N:1]=[CH:43][N:39]=[C:4]([NH:8][C@H:9]([C:11]2[N:12]=[C:13]3[CH:18]=[CH:17][CH:16]=[C:15]([C:19]([NH:67][CH3:71])=[O:21])[N:14]3[C:22]=2[C:23]2[CH:24]=[N:25][CH:26]=[C:27]([F:29])[CH:28]=2)[CH3:10])[C:3]=1[C:30]#[N:31]. (3) Given the reactants Cl[C:2]1[CH:7]=[C:6](Cl)[N:5]=[C:4]([CH3:9])[N:3]=1.[CH3:10][NH:11][C:12]1[CH:13]=[C:14]([OH:18])[CH:15]=[CH:16][CH:17]=1, predict the reaction product. The product is: [CH3:9][C:4]1[N:5]=[C:6]([N:11]([CH3:10])[C:12]2[CH:17]=[CH:16][CH:15]=[C:14]([OH:18])[CH:13]=2)[CH:7]=[C:2]([N:11]([CH3:10])[C:12]2[CH:17]=[CH:16][CH:15]=[C:14]([OH:18])[CH:13]=2)[N:3]=1. (4) The product is: [CH2:1]([C:3]1[CH:11]=[CH:10][C:6]([C:7]2[NH:29][C:27](=[S:28])[NH:26][N:25]=2)=[C:5]([O:12][CH3:13])[CH:4]=1)[CH3:2]. Given the reactants [CH2:1]([C:3]1[CH:11]=[CH:10][C:6]([C:7](O)=O)=[C:5]([O:12][CH3:13])[CH:4]=1)[CH3:2].CCN=C=NCCCN(C)C.[NH2:25][NH:26][C:27]([NH2:29])=[S:28], predict the reaction product. (5) Given the reactants [Br:1][C:2]1[CH:15]=[CH:14][C:5]([C:6]([NH:8][CH:9]([CH3:13])[C:10]([OH:12])=O)=[O:7])=[CH:4][CH:3]=1.[C:16](OC(=O)C)(=O)C, predict the reaction product. The product is: [Br:1][C:2]1[CH:3]=[CH:4][C:5]([C:6]([NH:8][CH:9]([C:10](=[O:12])[CH3:16])[CH3:13])=[O:7])=[CH:14][CH:15]=1. (6) Given the reactants Br[C:2]1[CH:7]=[CH:6][C:5]([S:8]([N:11]([CH2:22][CH:23]([CH3:25])[CH3:24])[C:12]2[CH:17]=[CH:16][CH:15]=[CH:14][C:13]=2[C:18]([F:21])([F:20])[F:19])(=[O:10])=[O:9])=[CH:4][CH:3]=1.[CH3:26][S:27]([C:30]1[CH:35]=[CH:34][C:33](B(O)O)=[CH:32][CH:31]=1)(=[O:29])=[O:28].C([O-])([O-])=O.[Na+].[Na+], predict the reaction product. The product is: [CH2:22]([N:11]([C:12]1[CH:17]=[CH:16][CH:15]=[CH:14][C:13]=1[C:18]([F:21])([F:20])[F:19])[S:8]([C:5]1[CH:6]=[CH:7][C:2]([C:33]2[CH:34]=[CH:35][C:30]([S:27]([CH3:26])(=[O:29])=[O:28])=[CH:31][CH:32]=2)=[CH:3][CH:4]=1)(=[O:10])=[O:9])[CH:23]([CH3:25])[CH3:24].